Dataset: Full USPTO retrosynthesis dataset with 1.9M reactions from patents (1976-2016). Task: Predict the reactants needed to synthesize the given product. The reactants are: [F:1][C:2]1[CH:7]=[CH:6][CH:5]=[C:4]([F:8])[C:3]=1[CH:9]([O:38][Si](C(C)(C)C)(C)C)[CH2:10][C:11]([C:14]1[N:15]=[C:16]([CH:19]2[CH2:24][CH2:23][N:22]([C:25](=[O:37])[CH2:26][N:27]3[C:31]([CH3:32])=[CH:30][C:29]([C:33]([F:36])([F:35])[F:34])=[N:28]3)[CH2:21][CH2:20]2)[S:17][CH:18]=1)=[N:12][OH:13].[F-].C([N+](CCCC)(CCCC)CCCC)CCC. Given the product [F:1][C:2]1[CH:7]=[CH:6][CH:5]=[C:4]([F:8])[C:3]=1[CH:9]([OH:38])[CH2:10][C:11]([C:14]1[N:15]=[C:16]([CH:19]2[CH2:20][CH2:21][N:22]([C:25](=[O:37])[CH2:26][N:27]3[C:31]([CH3:32])=[CH:30][C:29]([C:33]([F:36])([F:35])[F:34])=[N:28]3)[CH2:23][CH2:24]2)[S:17][CH:18]=1)=[N:12][OH:13], predict the reactants needed to synthesize it.